This data is from Catalyst prediction with 721,799 reactions and 888 catalyst types from USPTO. The task is: Predict which catalyst facilitates the given reaction. (1) Reactant: Br[C:2]1[S:3][C:4]([C:7]2[CH:12]=[CH:11][C:10]([O:13][CH:14]([CH3:16])[CH3:15])=[C:9]([Cl:17])[CH:8]=2)=[N:5][N:6]=1.[CH2:18]([C:20]1[C:27](B2OC(C)(C)C(C)(C)O2)=[CH:26][CH:25]=[CH:24][C:21]=1[CH:22]=[O:23])[CH3:19].P([O-])([O-])([O-])=O.[K+].[K+].[K+].O. Product: [Cl:17][C:9]1[CH:8]=[C:7]([C:4]2[S:3][C:2]([C:27]3[C:20]([CH2:18][CH3:19])=[C:21]([CH:24]=[CH:25][CH:26]=3)[CH:22]=[O:23])=[N:6][N:5]=2)[CH:12]=[CH:11][C:10]=1[O:13][CH:14]([CH3:16])[CH3:15]. The catalyst class is: 427. (2) Reactant: [CH3:1][O:2][C:3]1[CH:4]=[C:5]([CH3:36])[C:6]([C:9]2[C:10]3[CH:17]=[C:16]([CH2:18][O:19][C:20]4[CH:25]=[CH:24][C:23]([C@@H:26]([C:33]#[C:34][CH3:35])[CH2:27][C:28]([O:30]CC)=[O:29])=[CH:22][CH:21]=4)[CH:15]=[CH:14][C:11]=3[S:12][CH:13]=2)=[N:7][CH:8]=1.[Li+].[OH-].Cl. Product: [CH3:1][O:2][C:3]1[CH:4]=[C:5]([CH3:36])[C:6]([C:9]2[C:10]3[CH:17]=[C:16]([CH2:18][O:19][C:20]4[CH:25]=[CH:24][C:23]([C@@H:26]([C:33]#[C:34][CH3:35])[CH2:27][C:28]([OH:30])=[O:29])=[CH:22][CH:21]=4)[CH:15]=[CH:14][C:11]=3[S:12][CH:13]=2)=[N:7][CH:8]=1. The catalyst class is: 14.